This data is from Full USPTO retrosynthesis dataset with 1.9M reactions from patents (1976-2016). The task is: Predict the reactants needed to synthesize the given product. (1) Given the product [CH3:16][O:17][C:18](=[O:28])[CH2:19][C:9]1[CH:10]=[CH:5][CH:6]=[C:7]([OH:14])[C:8]=1[CH:11]1[CH2:12][CH2:13]1, predict the reactants needed to synthesize it. The reactants are: COC(=O)C[C:5]1[CH:10]=[CH:9][C:8]([CH:11]2[CH2:13][CH2:12]2)=[C:7]([OH:14])[CH:6]=1.[CH3:16][O:17][C:18](=[O:28])[CH2:19]C1C=CC(Br)=C(O)C=1. (2) Given the product [F:33][C:2]1([F:1])[O:6][C:5]2[CH:7]=[CH:8][C:9]([C:11]3([C:14]([NH:16][C@H:17]4[CH2:22][CH2:21][O:20][C@@H:19]([C:23]5[CH:24]=[C:25]([CH:30]=[CH:31][CH:32]=5)[C:26]([OH:28])=[O:27])[CH2:18]4)=[O:15])[CH2:13][CH2:12]3)=[CH:10][C:4]=2[O:3]1, predict the reactants needed to synthesize it. The reactants are: [F:1][C:2]1([F:33])[O:6][C:5]2[CH:7]=[CH:8][C:9]([C:11]3([C:14]([NH:16][C@H:17]4[CH2:22][CH2:21][O:20][C@@H:19]([C:23]5[CH:24]=[C:25]([CH:30]=[CH:31][CH:32]=5)[C:26]([O:28]C)=[O:27])[CH2:18]4)=[O:15])[CH2:13][CH2:12]3)=[CH:10][C:4]=2[O:3]1.FC1(F)OC2C=CC(C3(C(N[C@@H]4CCO[C@H](C5C=C(C=CC=5)C(OC)=O)C4)=O)CC3)=CC=2O1. (3) Given the product [Br:1][C:2]1[C:11]2[C:6](=[CH:7][CH:8]=[CH:9][CH:10]=2)[CH:5]=[N+:4]([O-:20])[CH:3]=1, predict the reactants needed to synthesize it. The reactants are: [Br:1][C:2]1[C:11]2[C:6](=[CH:7][CH:8]=[CH:9][CH:10]=2)[CH:5]=[N:4][CH:3]=1.C1C=C(Cl)C=C(C(OO)=[O:20])C=1. (4) Given the product [CH2:24]([N:28]([CH3:29])[C:21]([C:11]1[CH:12]=[C:13]([C:14]2[CH:19]=[CH:18][C:17]([CH3:20])=[CH:16][N:15]=2)[N:9]([C:6]2[N:7]=[N:8][C:3]([O:2][CH3:1])=[CH:4][CH:5]=2)[N:10]=1)=[O:23])[CH:25]([CH3:27])[CH3:26], predict the reactants needed to synthesize it. The reactants are: [CH3:1][O:2][C:3]1[N:8]=[N:7][C:6]([N:9]2[C:13]([C:14]3[CH:19]=[CH:18][C:17]([CH3:20])=[CH:16][N:15]=3)=[CH:12][C:11]([C:21]([OH:23])=O)=[N:10]2)=[CH:5][CH:4]=1.[CH2:24]([NH:28][CH3:29])[CH:25]([CH3:27])[CH3:26]. (5) Given the product [Cl:1][C:2]1[C:3](=[O:29])[N:4]([CH2:19][C:20]2[CH:21]=[C:22]3[C:26](=[CH:27][CH:28]=2)[N:25]([C:34](=[O:33])[CH2:35][OH:36])[CH2:24][CH2:23]3)[C:5]([CH3:18])=[CH:6][C:7]=1[O:8][CH2:9][C:10]1[CH:15]=[CH:14][C:13]([F:16])=[CH:12][C:11]=1[F:17], predict the reactants needed to synthesize it. The reactants are: [Cl:1][C:2]1[C:3](=[O:29])[N:4]([CH2:19][C:20]2[CH:21]=[C:22]3[C:26](=[CH:27][CH:28]=2)[NH:25][CH2:24][CH2:23]3)[C:5]([CH3:18])=[CH:6][C:7]=1[O:8][CH2:9][C:10]1[CH:15]=[CH:14][C:13]([F:16])=[CH:12][C:11]=1[F:17].C([O:33][CH2:34][C:35](Cl)=[O:36])(=O)C.C(N(CC)CC)C.[OH-].[Na+]. (6) Given the product [CH:33]1[C:46]2[C:37](=[N:38][C:39]3[C:44]([C:45]=2[NH:47][C:48]2[CH:53]=[C:52]([NH:54][C:5]([C:4]4[CH:8]=[C:9]([NH:14][C:15]([N:17]5[CH2:18][CH2:19][N:20]([C:23]6[CH:28]=[C:27]([O:29][CH3:30])[CH:26]=[C:25]([O:31][CH3:32])[CH:24]=6)[CH2:21][CH2:22]5)=[O:16])[C:10]([O:12][CH3:13])=[N:11][C:3]=4[CH2:1][CH3:2])=[O:6])[CH:51]=[C:50]([CH2:55][OH:56])[CH:49]=2)=[CH:43][CH:42]=[CH:41][CH:40]=3)[CH:36]=[CH:35][CH:34]=1, predict the reactants needed to synthesize it. The reactants are: [CH2:1]([C:3]1[N:11]=[C:10]([O:12][CH3:13])[C:9]([NH:14][C:15]([N:17]2[CH2:22][CH2:21][N:20]([C:23]3[CH:28]=[C:27]([O:29][CH3:30])[CH:26]=[C:25]([O:31][CH3:32])[CH:24]=3)[CH2:19][CH2:18]2)=[O:16])=[CH:8][C:4]=1[C:5](O)=[O:6])[CH3:2].[CH:33]1[C:46]2[C:37](=[N:38][C:39]3[C:44]([C:45]=2[NH:47][C:48]2[CH:49]=[C:50]([CH2:55][OH:56])[CH:51]=[C:52]([NH2:54])[CH:53]=2)=[CH:43][CH:42]=[CH:41][CH:40]=3)[CH:36]=[CH:35][CH:34]=1. (7) Given the product [CH:1]1([C:4]([OH:24])([CH3:23])[CH2:5][NH:6][C:7]([C:9]2[CH:14]=[N:13][C:12]([O:31][CH2:30][CH:25]3[CH2:29][CH2:28][CH2:27][CH2:26]3)=[C:11]([C:16]3[CH:21]=[CH:20][C:19]([Cl:22])=[CH:18][CH:17]=3)[N:10]=2)=[O:8])[CH2:3][CH2:2]1, predict the reactants needed to synthesize it. The reactants are: [CH:1]1([C:4]([OH:24])([CH3:23])[CH2:5][NH:6][C:7]([C:9]2[CH:14]=[N:13][C:12](Br)=[C:11]([C:16]3[CH:21]=[CH:20][C:19]([Cl:22])=[CH:18][CH:17]=3)[N:10]=2)=[O:8])[CH2:3][CH2:2]1.[CH:25]1([CH2:30][OH:31])[CH2:29][CH2:28][CH2:27][CH2:26]1.